Dataset: Catalyst prediction with 721,799 reactions and 888 catalyst types from USPTO. Task: Predict which catalyst facilitates the given reaction. (1) Reactant: [CH:1]([C:4]1[CH:5]=[C:6]2[C:11](=[CH:12][CH:13]=1)[N:10]=[CH:9][CH:8]=[CH:7]2)([CH3:3])[CH3:2].ClC1C=CC=C(C(OO)=[O:22])C=1.C(=O)([O-])O.[Na+]. Product: [CH:1]([C:4]1[CH:5]=[C:6]2[C:11](=[CH:12][CH:13]=1)[N+:10]([O-:22])=[CH:9][CH:8]=[CH:7]2)([CH3:3])[CH3:2]. The catalyst class is: 22. (2) Reactant: [OH:1][N:2]1[C:7]([CH3:9])([CH3:8])[CH2:6][C:5](=O)[CH2:4][C:3]1([CH3:12])[CH3:11].[N+:13](CS(C1C=CC(C)=CC=1)(=O)=O)#[C-:14].CC(C)([O-])C.[K+].C(O)(C)(C)C. Product: [OH:1][N:2]1[C:7]([CH3:9])([CH3:8])[CH2:6][CH:5]([C:14]#[N:13])[CH2:4][C:3]1([CH3:12])[CH3:11]. The catalyst class is: 149. (3) The catalyst class is: 3. Product: [O:3]1[CH2:4][CH2:5][O:1][CH:2]1[C:6]1[CH:7]=[C:8]([CH:21]=[C:22]([CH3:24])[CH:23]=1)[O:9][C:10]1[N:15]([CH2:33][C:34]2[CH:39]=[CH:38][N:37]=[CH:36][CH:35]=2)[C:14](=[O:16])[NH:13][C:12](=[O:17])[C:11]=1[CH:18]([CH3:20])[CH3:19]. Reactant: [O:1]1[CH2:5][CH2:4][O:3][CH:2]1[C:6]1[CH:7]=[C:8]([CH:21]=[C:22]([CH3:24])[CH:23]=1)[O:9][C:10]1[NH:15][C:14](=[O:16])[NH:13][C:12](=[O:17])[C:11]=1[CH:18]([CH3:20])[CH3:19].C(=O)([O-])[O-].[K+].[K+].Cl.Cl[CH2:33][C:34]1[CH:39]=[CH:38][N:37]=[CH:36][CH:35]=1.[I-].[Li+]. (4) Reactant: [CH2:1]([O:8][C:9]1[CH:14]=[CH:13][C:12]([CH:15]([C:21](OCC)=[O:22])[C:16](OCC)=[O:17])=[CH:11][CH:10]=1)[C:2]1[CH:7]=[CH:6][CH:5]=[CH:4][CH:3]=1.[BH4-].[Na+].Cl. Product: [CH2:1]([O:8][C:9]1[CH:10]=[CH:11][C:12]([CH:15]([CH2:21][OH:22])[CH2:16][OH:17])=[CH:13][CH:14]=1)[C:2]1[CH:3]=[CH:4][CH:5]=[CH:6][CH:7]=1. The catalyst class is: 8. (5) Reactant: [CH3:1][C:2]1[S:6][C:5]([NH:7][C:8](=[O:32])[C:9]2[CH:14]=[CH:13][C:12]([O:15][C:16]3[CH:21]=[CH:20][N:19]=[C:18]4[NH:22][N:23]=[C:24]([NH:25][C@@H:26]5[CH2:31][CH2:30][CH2:29][NH:28][CH2:27]5)[C:17]=34)=[CH:11][CH:10]=2)=[N:4][N:3]=1.[C:33](O)(=[O:37])[C:34]#[C:35][CH3:36].CCN=C=NCCCN(C)C.Cl. Product: [C:33]([N:28]1[CH2:29][CH2:30][CH2:31][C@@H:26]([NH:25][C:24]2[C:17]3[C:18](=[N:19][CH:20]=[CH:21][C:16]=3[O:15][C:12]3[CH:13]=[CH:14][C:9]([C:8]([NH:7][C:5]4[S:6][C:2]([CH3:1])=[N:3][N:4]=4)=[O:32])=[CH:10][CH:11]=3)[NH:22][N:23]=2)[CH2:27]1)(=[O:37])[C:34]#[C:35][CH3:36]. The catalyst class is: 79. (6) Reactant: [CH2:1]([O:3][C:4](=[O:19])[CH2:5][CH2:6][C:7]([C:10]1[CH:15]=[CH:14][C:13]([Cl:16])=[C:12]([O:17][CH3:18])[CH:11]=1)([CH3:9])[CH3:8])[CH3:2].C1(S(N2C(C3C=CC=CC=3)O2)(=O)=[O:27])C=CC=CC=1.[Cl-].[NH4+]. The catalyst class is: 207. Product: [CH2:1]([O:3][C:4](=[O:19])[CH:5]([OH:27])[CH2:6][C:7]([C:10]1[CH:15]=[CH:14][C:13]([Cl:16])=[C:12]([O:17][CH3:18])[CH:11]=1)([CH3:8])[CH3:9])[CH3:2]. (7) Reactant: [NH:1]([CH2:6][C:7]([OH:9])=[O:8])[CH2:2][C:3]([OH:5])=[O:4].[CH2:10]([N:12]([CH2:15][CH3:16])[CH2:13][CH3:14])[CH3:11]. Product: [CH2:10]([N:12]([CH2:15][CH3:16])[CH2:13][CH3:14])[CH3:11].[NH:1]([CH2:6][C:7]([OH:9])=[O:8])[CH2:2][C:3]([OH:5])=[O:4]. The catalyst class is: 16. (8) The catalyst class is: 8. Reactant: [CH2:1]([C:8]1[NH:12][C:11]([C:13]([O:15]CC)=[O:14])=[CH:10][CH:9]=1)[C:2]1[CH:7]=[CH:6][CH:5]=[CH:4][CH:3]=1.[OH-].[Na+]. Product: [CH2:1]([C:8]1[NH:12][C:11]([C:13]([OH:15])=[O:14])=[CH:10][CH:9]=1)[C:2]1[CH:3]=[CH:4][CH:5]=[CH:6][CH:7]=1. (9) Reactant: C1([C@@H]([NH:9][C@H:10]2[CH2:15][CH2:14][N:13]([C:16]([O:18][C:19]([CH3:22])([CH3:21])[CH3:20])=[O:17])[CH2:12][C@@H:11]2[C:23]([O:25][CH3:26])=[O:24])C)C=CC=CC=1.C([O-])=O.[NH4+]. Product: [NH2:9][C@H:10]1[CH2:15][CH2:14][N:13]([C:16]([O:18][C:19]([CH3:20])([CH3:21])[CH3:22])=[O:17])[CH2:12][C@@H:11]1[C:23]([O:25][CH3:26])=[O:24]. The catalyst class is: 19.